Dataset: Full USPTO retrosynthesis dataset with 1.9M reactions from patents (1976-2016). Task: Predict the reactants needed to synthesize the given product. (1) Given the product [CH3:23][S:24]([N:13]1[CH2:14][CH2:15][N:10]([C:7]2[CH:8]=[CH:9][C:4]([N+:1]([O-:3])=[O:2])=[C:5]([NH:16][C:17]3[CH:22]=[CH:21][CH:20]=[CH:19][CH:18]=3)[CH:6]=2)[CH2:11][CH2:12]1)(=[O:26])=[O:25], predict the reactants needed to synthesize it. The reactants are: [N+:1]([C:4]1[CH:9]=[CH:8][C:7]([N:10]2[CH2:15][CH2:14][NH:13][CH2:12][CH2:11]2)=[CH:6][C:5]=1[NH:16][C:17]1[CH:22]=[CH:21][CH:20]=[CH:19][CH:18]=1)([O-:3])=[O:2].[CH3:23][S:24](Cl)(=[O:26])=[O:25].C(N(CC)CC)C. (2) Given the product [CH3:6][O:7][C:8]1[CH:9]=[CH:10][C:11]([NH:14][CH:15]([CH3:20])[C:16]([OH:18])=[O:17])=[CH:12][CH:13]=1, predict the reactants needed to synthesize it. The reactants are: C1COCC1.[CH3:6][O:7][C:8]1[CH:13]=[CH:12][C:11]([NH:14][CH:15]([CH3:20])[C:16]([O:18]C)=[O:17])=[CH:10][CH:9]=1.[OH-].[Na+].Cl. (3) The reactants are: [CH3:1][N:2]([CH3:38])[CH2:3][CH2:4][NH:5][C:6](=[O:37])[CH:7]([N:9]1[C:13]2=[N:14][CH:15]=[N:16][C:17]([NH2:18])=[C:12]2[C:11]([C:19]2[CH:24]=[CH:23][C:22]([NH:25][C:26]3[O:27][C:28]4[C:34](C)=[CH:33][C:32](C)=[CH:31][C:29]=4[N:30]=3)=[CH:21][CH:20]=2)=[N:10]1)[CH3:8].O1C2C=CC=CC=2N=C1NC1C=CC(B2OC(C)(C)C(C)(C)O2)=CC=1. Given the product [CH3:38][N:2]([CH3:1])[CH2:3][CH2:4][NH:5][C:6](=[O:37])[CH:7]([N:9]1[C:13]2=[N:14][CH:15]=[N:16][C:17]([NH2:18])=[C:12]2[C:11]([C:19]2[CH:20]=[CH:21][C:22]([NH:25][C:26]3[O:27][C:28]4[CH:34]=[CH:33][CH:32]=[CH:31][C:29]=4[N:30]=3)=[CH:23][CH:24]=2)=[N:10]1)[CH3:8], predict the reactants needed to synthesize it. (4) The reactants are: [F:1][C:2]1[CH:28]=[CH:27][C:5]([CH2:6][CH2:7][NH:8][C:9](=O)[C:10]2[CH:15]=[CH:14][CH:13]=[C:12]([CH2:16][S:17][CH2:18][CH2:19][C:20]3[CH:25]=[CH:24][CH:23]=[CH:22][CH:21]=3)[CH:11]=2)=[CH:4][CH:3]=1.B.C1COCC1.CO.C(O)(C(F)(F)F)=O. Given the product [F:1][C:2]1[CH:28]=[CH:27][C:5]([CH2:6][CH2:7][NH:8][CH2:9][C:10]2[CH:15]=[CH:14][CH:13]=[C:12]([CH2:16][S:17][CH2:18][CH2:19][C:20]3[CH:21]=[CH:22][CH:23]=[CH:24][CH:25]=3)[CH:11]=2)=[CH:4][CH:3]=1, predict the reactants needed to synthesize it.